Predict the product of the given reaction. From a dataset of Forward reaction prediction with 1.9M reactions from USPTO patents (1976-2016). (1) Given the reactants C(Cl)(=O)C([Cl:4])=O.CN(C=O)C.[C:12]([C:14]1[C:19](=O)[NH:18][C:17]([C:21]([F:24])([F:23])[F:22])=[C:16]([C:25]([O:27][CH2:28][CH3:29])=[O:26])[CH:15]=1)#[N:13], predict the reaction product. The product is: [Cl:4][C:19]1[C:14]([C:12]#[N:13])=[CH:15][C:16]([C:25]([O:27][CH2:28][CH3:29])=[O:26])=[C:17]([C:21]([F:24])([F:23])[F:22])[N:18]=1. (2) Given the reactants [CH:1]1[N:5]=[C:4]([NH2:6])[S:3][CH:2]=1.[CH3:7][C:8]#N.[Cl:10][CH2:11][CH2:12][C:13]1[CH:21]=[CH:20][C:16]([C:17]([OH:19])=O)=[CH:15][CH:14]=1.F[P-](F)(F)(F)(F)F.N1(O[P+](N(C)C)(N(C)C)N(C)C)[C:33]2[CH:34]=[CH:35][CH:36]=[CH:37][C:32]=2N=N1.C[CH2:50][O:51][C:52]([CH3:54])=O, predict the reaction product. The product is: [CH2:33]([C:32]1[CH:37]=[CH:54][C:52]([O:51][CH3:50])=[C:7]([C:1]2[N:5]=[C:4]([NH:6][C:17](=[O:19])[C:16]3[CH:15]=[CH:14][C:13]([CH2:12][CH2:11][Cl:10])=[CH:21][CH:20]=3)[S:3][CH:2]=2)[CH:8]=1)[CH2:34][CH2:35][CH3:36]. (3) Given the reactants [O:1]1[C:5]2[CH:6]=[CH:7][C:8]([C:10]3[O:14][C:13]([SH:15])=[N:12][N:11]=3)=[CH:9][C:4]=2[CH2:3][CH2:2]1.Br[CH2:17][C:18]([O:20][CH2:21][CH3:22])=[O:19], predict the reaction product. The product is: [O:1]1[C:5]2[CH:6]=[CH:7][C:8]([C:10]3[O:14][C:13]([S:15][CH2:17][C:18]([O:20][CH2:21][CH3:22])=[O:19])=[N:12][N:11]=3)=[CH:9][C:4]=2[CH2:3][CH2:2]1.